From a dataset of Forward reaction prediction with 1.9M reactions from USPTO patents (1976-2016). Predict the product of the given reaction. (1) Given the reactants [CH3:1][O:2][C:3]1[CH:11]=[C:10]2[C:6]([CH2:7][N:8]([C:13]3[CH:21]=[C:20]4[C:16]([CH:17]=[CH:18][N:19]4[CH2:22][C:23]#[N:24])=[CH:15][CH:14]=3)[C:9]2=[O:12])=[CH:5][CH:4]=1, predict the reaction product. The product is: [NH2:24][CH2:23][CH2:22][N:19]1[C:20]2[C:16](=[CH:15][CH:14]=[C:13]([N:8]3[CH2:7][C:6]4[C:10](=[CH:11][C:3]([O:2][CH3:1])=[CH:4][CH:5]=4)[C:9]3=[O:12])[CH:21]=2)[CH:17]=[CH:18]1. (2) The product is: [Cl:1][C:2]1[N:3]=[CH:4][C:5]([C:6]([NH:16][C:15]2[CH:17]=[CH:18][C:12]([CH3:11])=[CH:13][C:14]=2[N+:19]([O-:21])=[O:20])=[O:7])=[CH:9][CH:10]=1. Given the reactants [Cl:1][C:2]1[CH:10]=[CH:9][C:5]([C:6](Cl)=[O:7])=[CH:4][N:3]=1.[CH3:11][C:12]1[CH:18]=[CH:17][C:15]([NH2:16])=[C:14]([N+:19]([O-:21])=[O:20])[CH:13]=1, predict the reaction product.